This data is from Full USPTO retrosynthesis dataset with 1.9M reactions from patents (1976-2016). The task is: Predict the reactants needed to synthesize the given product. Given the product [Cl:26][C:27]1[CH:32]=[CH:31][C:30]([NH:33][C:34](=[O:35])[NH:6][CH:5]([CH2:7][C:8]2[CH:13]=[CH:12][CH:11]=[CH:10][CH:9]=2)[C:4]([O:3][CH3:2])=[O:14])=[CH:29][CH:28]=1, predict the reactants needed to synthesize it. The reactants are: Cl.[CH3:2][O:3][C:4](=[O:14])[C@H:5]([CH2:7][C:8]1[CH:13]=[CH:12][CH:11]=[CH:10][CH:9]=1)[NH2:6].C1CCN2C(=NCCC2)CC1.[Cl:26][C:27]1[CH:32]=[CH:31][C:30]([N:33]=[C:34]=[O:35])=[CH:29][CH:28]=1.